From a dataset of Full USPTO retrosynthesis dataset with 1.9M reactions from patents (1976-2016). Predict the reactants needed to synthesize the given product. Given the product [Cl:37][C:15]1[C:16]([N:21]([CH2:28][C:29]2[CH:34]=[CH:33][C:32]([O:35][CH3:36])=[CH:31][CH:30]=2)[S:22]([CH2:25][CH2:26][CH3:27])(=[O:24])=[O:23])=[CH:17][CH:18]=[C:19]([F:20])[C:14]=1[NH:13][C:11]([C:8]1[C:4]2[N:5]=[CH:6][N:7]=[C:2]([NH:41][CH:38]3[CH2:40][CH2:39]3)[C:3]=2[S:10][CH:9]=1)=[O:12], predict the reactants needed to synthesize it. The reactants are: Cl[C:2]1[C:3]2[S:10][CH:9]=[C:8]([C:11]([NH:13][C:14]3[C:19]([F:20])=[CH:18][CH:17]=[C:16]([N:21]([CH2:28][C:29]4[CH:34]=[CH:33][C:32]([O:35][CH3:36])=[CH:31][CH:30]=4)[S:22]([CH2:25][CH2:26][CH3:27])(=[O:24])=[O:23])[C:15]=3[Cl:37])=[O:12])[C:4]=2[N:5]=[CH:6][N:7]=1.[CH:38]1([NH2:41])[CH2:40][CH2:39]1.O1CCOCC1.